Predict the product of the given reaction. From a dataset of Forward reaction prediction with 1.9M reactions from USPTO patents (1976-2016). (1) Given the reactants Cl.[CH2:2]([C:4]1[S:24][C:7]2[N:8]=[C:9]([S:18][CH2:19][C:20]([O:22][CH3:23])=[O:21])[N:10]=[C:11]([N:12]3[CH2:17][CH2:16][NH:15][CH2:14][CH2:13]3)[C:6]=2[CH:5]=1)[CH3:3].C(N(C(C)C)CC)(C)C.[C:34](O)(=[O:43])[C:35]1[CH:40]=[CH:39][CH:38]=[C:37]([O:41][CH3:42])[CH:36]=1.CN(C(ON1N=NC2C=CC=NC1=2)=[N+](C)C)C.F[P-](F)(F)(F)(F)F, predict the reaction product. The product is: [CH2:2]([C:4]1[S:24][C:7]2[N:8]=[C:9]([S:18][CH2:19][C:20]([O:22][CH3:23])=[O:21])[N:10]=[C:11]([N:12]3[CH2:17][CH2:16][N:15]([C:34](=[O:43])[C:35]4[CH:40]=[CH:39][CH:38]=[C:37]([O:41][CH3:42])[CH:36]=4)[CH2:14][CH2:13]3)[C:6]=2[CH:5]=1)[CH3:3]. (2) Given the reactants [CH3:1][O:2][C:3]1[CH:8]=[C:7]([N+:9]([O-])=O)[CH:6]=[CH:5][C:4]=1[NH:12][C:13]([NH:15][C:16]1[S:17][C:18]([C:21]([F:24])([F:23])[F:22])=[N:19][N:20]=1)=[O:14], predict the reaction product. The product is: [NH2:9][C:7]1[CH:6]=[CH:5][C:4]([NH:12][C:13]([NH:15][C:16]2[S:17][C:18]([C:21]([F:24])([F:23])[F:22])=[N:19][N:20]=2)=[O:14])=[C:3]([O:2][CH3:1])[CH:8]=1. (3) Given the reactants [CH3:1][O:2][C:3]1[CH:8]=[CH:7][CH:6]=[CH:5][C:4]=1[C:9]1[C:13]([C:14]([OH:16])=O)=[C:12]([CH3:17])[O:11][N:10]=1.[Cl:18][C:19]1[CH:25]=[C:24]([Cl:26])[C:23]([N:27]2[CH2:32][CH2:31][NH:30][CH2:29][CH2:28]2)=[CH:22][C:20]=1[NH2:21].C(O)(C(F)(F)F)=O.C(Cl)CCl, predict the reaction product. The product is: [NH2:21][C:20]1[C:19]([Cl:18])=[CH:25][C:24]([Cl:26])=[C:23]([N:27]2[CH2:28][CH2:29][N:30]([C:14]([C:13]3[C:9]([C:4]4[CH:5]=[CH:6][CH:7]=[CH:8][C:3]=4[O:2][CH3:1])=[N:10][O:11][C:12]=3[CH3:17])=[O:16])[CH2:31][CH2:32]2)[CH:22]=1. (4) Given the reactants [CH3:1][O:2][C:3]1[CH:4]=[C:5]2[C:9](=[CH:10][CH:11]=1)[N:8]([CH:12]([CH2:16][CH:17]([CH3:19])[CH3:18])[C:13]([OH:15])=O)[C:7](=[O:20])[C:6]2=[O:21].[N:22]1[CH:27]=[CH:26][CH:25]=[CH:24][C:23]=1[NH2:28].C(N(CC)C(C)C)(C)C.F[P-](F)(F)(F)(F)F.N1(O[P+](N(C)C)(N(C)C)N(C)C)C2C=CC=CC=2N=N1, predict the reaction product. The product is: [N:22]1[CH:27]=[CH:26][CH:25]=[CH:24][C:23]=1[NH:28][C:13](=[O:15])[CH:12]([N:8]1[C:9]2[C:5](=[CH:4][C:3]([O:2][CH3:1])=[CH:11][CH:10]=2)[C:6](=[O:21])[C:7]1=[O:20])[CH2:16][CH:17]([CH3:19])[CH3:18]. (5) The product is: [OH:82][C@@H:59]([C:61]1[CH:62]=[C:63]([CH2:69][CH2:70][C:71]([O:73][CH2:74][CH3:75])=[O:72])[CH:64]=[C:65]([F:68])[C:66]=1[F:67])[CH2:60][OH:22]. Given the reactants CC[C@H]1[C@H]2C[C@H]([C@H](OC3C4C(=CC=CC=4)C(O[C@H](C4C=CN=C5C=4C=C(OC)C=C5)[C@@H]4N5C[C@H](CC)[C@@H](CC5)C4)=NN=3)C3C=CN=C4C=3C=C([O:22]C)C=C4)N(CC2)C1.[CH:59]([C:61]1[CH:62]=[C:63]([CH2:69][CH2:70][C:71]([O:73][CH2:74][CH3:75])=[O:72])[CH:64]=[C:65]([F:68])[C:66]=1[F:67])=[CH2:60].S([O-])([O-])=O.[Na+].[Na+].[OH2:82], predict the reaction product. (6) Given the reactants [OH:1][CH:2]([C:12]1[S:13][CH:14]=[C:15]([C:17]2[CH:22]=[CH:21][CH:20]=[C:19]([C:23]([F:26])([F:25])[F:24])[CH:18]=2)[N:16]=1)N1C=C(C(OC)=O)C=N1.[OH-:27].[Na+].Cl.[CH2:30]([OH:32])[CH3:31], predict the reaction product. The product is: [OH:1][CH:2]([C:12]1[S:13][CH:14]=[C:15]([C:17]2[CH:22]=[CH:21][CH:20]=[C:19]([C:23]([F:24])([F:25])[F:26])[CH:18]=2)[N:16]=1)[C:17]1[CH:18]=[CH:19][C:31]([C:30]([OH:27])=[O:32])=[CH:14][CH:15]=1. (7) The product is: [NH2:38][C:39]1([C:43]2[CH:44]=[CH:45][C:46]([C:49]3[C:54](=[O:55])[C:53]4[CH:56]=[CH:57][C:58]5[N:59]=[CH:60][N:61]([CH3:63])[C:62]=5[C:52]=4[O:51][C:50]=3[C:64]3[CH:69]=[CH:68][CH:67]=[CH:66][CH:65]=3)=[CH:47][CH:48]=2)[CH2:40][CH2:41][CH2:42]1. Given the reactants NC1(C2C=CC(C3C(=O)C4C(OC=3C3C=CC=CC=3)=C3C(=CC=4)NN=C3)=CC=2)CCC1.C(OC(=O)[NH:38][C:39]1([C:43]2[CH:48]=[CH:47][C:46]([C:49]3[C:54](=[O:55])[C:53]4[CH:56]=[CH:57][C:58]5[N:59]=[CH:60][N:61]([CH3:63])[C:62]=5[C:52]=4[O:51][C:50]=3[C:64]3[CH:69]=[CH:68][CH:67]=[CH:66][CH:65]=3)=[CH:45][CH:44]=2)[CH2:42][CH2:41][CH2:40]1)(C)(C)C, predict the reaction product. (8) Given the reactants Cl[CH:2]([CH:18]1[CH2:23][CH2:22][CH2:21][CH2:20][CH2:19]1)[C:3]1[C:11]2[C:6](=[CH:7][CH:8]=[CH:9][CH:10]=2)[N:5]([C:12]2[CH:17]=[CH:16][CH:15]=[CH:14][CH:13]=2)[N:4]=1.[NH2:24][C:25]1[CH:30]=[CH:29][C:28]([C:31]([NH:33][CH2:34][CH2:35][C:36]([O:38]CC)=[O:37])=[O:32])=[CH:27][CH:26]=1, predict the reaction product. The product is: [CH:18]1([CH:2]([NH:24][C:25]2[CH:26]=[CH:27][C:28]([C:31]([NH:33][CH2:34][CH2:35][C:36]([OH:38])=[O:37])=[O:32])=[CH:29][CH:30]=2)[C:3]2[C:11]3[C:6](=[CH:7][CH:8]=[CH:9][CH:10]=3)[N:5]([C:12]3[CH:17]=[CH:16][CH:15]=[CH:14][CH:13]=3)[N:4]=2)[CH2:23][CH2:22][CH2:21][CH2:20][CH2:19]1. (9) The product is: [Cl:1][C:2]1[CH:3]=[C:4]([N:8]([C:9](=[O:14])[CH2:10][CH2:11][C:12]#[CH:13])[C:16](=[O:15])[O:18][C:19]([CH3:22])([CH3:21])[CH3:20])[CH:5]=[CH:6][CH:7]=1. Given the reactants [Cl:1][C:2]1[CH:3]=[C:4]([NH:8][C:9](=[O:14])[CH2:10][CH2:11][C:12]#[CH:13])[CH:5]=[CH:6][CH:7]=1.[O:15](C(OC(C)(C)C)=O)[C:16]([O:18][C:19]([CH3:22])([CH3:21])[CH3:20])=O, predict the reaction product.